This data is from Forward reaction prediction with 1.9M reactions from USPTO patents (1976-2016). The task is: Predict the product of the given reaction. (1) Given the reactants Br[C:2]1[C:3]([N:17]2[C:21]([CH3:22])=[CH:20][C:19]([C:23]([F:26])([F:25])[F:24])=[N:18]2)=[N:4][C:5]([NH:8][C:9]2[CH:14]=[C:13]([CH3:15])[CH:12]=[C:11]([CH3:16])[CH:10]=2)=[N:6][CH:7]=1.[O:27]=[S:28]1(=[O:41])[C:32]2[CH:33]=[CH:34][C:35](B(O)O)=[CH:36][C:31]=2[C:30](=[O:40])[NH:29]1.C(Cl)Cl.C(=O)([O-])[O-].[Na+].[Na+], predict the reaction product. The product is: [CH3:16][C:11]1[CH:10]=[C:9]([NH:8][C:5]2[N:4]=[C:3]([N:17]3[C:21]([CH3:22])=[CH:20][C:19]([C:23]([F:26])([F:25])[F:24])=[N:18]3)[C:2]([C:35]3[CH:34]=[CH:33][C:32]4[S:28](=[O:41])(=[O:27])[NH:29][C:30](=[O:40])[C:31]=4[CH:36]=3)=[CH:7][N:6]=2)[CH:14]=[C:13]([CH3:15])[CH:12]=1. (2) Given the reactants Br[C:2]1[CH:3]=[C:4]([N:14]2[CH:18]=[C:17]([C:19]([O:21][CH2:22][CH3:23])=[O:20])[CH:16]=[N:15]2)[CH:5]=[N:6][C:7]=1[C:8]1[CH:13]=[CH:12][CH:11]=[CH:10][CH:9]=1.[Cu][C:25]#[N:26], predict the reaction product. The product is: [C:25]([C:2]1[CH:3]=[C:4]([N:14]2[CH:18]=[C:17]([C:19]([O:21][CH2:22][CH3:23])=[O:20])[CH:16]=[N:15]2)[CH:5]=[N:6][C:7]=1[C:8]1[CH:13]=[CH:12][CH:11]=[CH:10][CH:9]=1)#[N:26]. (3) Given the reactants [Cl:1][C:2]1[CH:3]=[C:4]([C:8]2[N:13]=[C:12]([C:14]([OH:16])=O)[CH:11]=[CH:10][CH:9]=2)[CH:5]=[CH:6][CH:7]=1.[CH:17]1([CH2:20][C@H:21]([NH:27]C(C2C=CC(C3CCOCC3)=C(OCC3CC3)N=2)=O)[C:22]2[S:23][CH:24]=[CH:25][N:26]=2)[CH2:19][CH2:18]1, predict the reaction product. The product is: [CH:17]1([CH2:20][C@H:21]([NH:27][C:14]([C:12]2[CH:11]=[CH:10][CH:9]=[C:8]([C:4]3[CH:5]=[CH:6][CH:7]=[C:2]([Cl:1])[CH:3]=3)[N:13]=2)=[O:16])[C:22]2[S:23][CH:24]=[CH:25][N:26]=2)[CH2:19][CH2:18]1. (4) Given the reactants [CH2:1]([O:3][C:4]([C:6]1[C:7](Cl)=[C:8]2[CH:14]=[N:13][N:12]([CH2:15][C:16]3[CH:21]=[CH:20][CH:19]=[CH:18][CH:17]=3)[C:9]2=[N:10][CH:11]=1)=[O:5])[CH3:2].[F:23][C:24]1[CH:29]=[CH:28][C:27](B(O)O)=[C:26]([CH3:33])[CH:25]=1.C([O-])([O-])=O.[Na+].[Na+], predict the reaction product. The product is: [CH2:1]([O:3][C:4]([C:6]1[C:7]([C:27]2[CH:28]=[CH:29][C:24]([F:23])=[CH:25][C:26]=2[CH3:33])=[C:8]2[CH:14]=[N:13][N:12]([CH2:15][C:16]3[CH:21]=[CH:20][CH:19]=[CH:18][CH:17]=3)[C:9]2=[N:10][CH:11]=1)=[O:5])[CH3:2].